From a dataset of Forward reaction prediction with 1.9M reactions from USPTO patents (1976-2016). Predict the product of the given reaction. (1) Given the reactants [NH2:1][CH:2]1[CH2:7][CH2:6][N:5]([CH2:8][CH:9]2[N:19]3[C:20]4[N:11]([C:12](=[O:22])[CH:13]=[CH:14][C:15]=4[N:16]=[CH:17][C:18]3=[O:21])[CH2:10]2)[CH2:4][CH2:3]1.S([O-])([O-])(=O)=O.[Mg+2].[F:29][C:30]1[CH:31]=[C:32](/[CH:36]=[CH:37]/[CH:38]=O)[CH:33]=[CH:34][CH:35]=1.[BH-](OC(C)=O)(OC(C)=O)OC(C)=O.[Na+], predict the reaction product. The product is: [F:29][C:30]1[CH:31]=[C:32](/[CH:36]=[CH:37]/[CH2:38][NH:1][CH:2]2[CH2:7][CH2:6][N:5]([CH2:8][CH:9]3[N:19]4[C:20]5[N:11]([C:12](=[O:22])[CH:13]=[CH:14][C:15]=5[N:16]=[CH:17][C:18]4=[O:21])[CH2:10]3)[CH2:4][CH2:3]2)[CH:33]=[CH:34][CH:35]=1. (2) The product is: [C:34]1(=[O:39])[O:38][CH2:37][CH2:36][O:35]1.[C:40](=[O:47])([O:44][CH2:45][CH3:46])[O:41][CH2:42][CH3:43]. Given the reactants C(OC)(=O)C(C)=C.C(OCC1(CC)COC1)(=O)C(C)=C.C(OCC1CCC2OC2C1)(=O)C=C.[C:34]1(=[O:39])[O:38][CH2:37][CH2:36][O:35]1.[C:40](=[O:47])([O:44][CH2:45][CH3:46])[O:41][CH2:42][CH3:43].N(C(C)(C)C#N)=NC(C)(C)C#N, predict the reaction product. (3) Given the reactants [N+:1]([C:4]1[CH:10]=[CH:9][CH:8]=[CH:7][C:5]=1[NH2:6])([O-:3])=[O:2].[Cl:11][C:12]1[C:17](Cl)=[N:16][CH:15]=[CH:14][N:13]=1, predict the reaction product. The product is: [N+:1]([C:4]1[CH:10]=[CH:9][CH:8]=[CH:7][C:5]=1[NH:6][C:17]1[C:12]([Cl:11])=[N:13][CH:14]=[CH:15][N:16]=1)([O-:3])=[O:2]. (4) The product is: [F:1][C:2]1[CH:7]=[CH:6][CH:5]=[CH:4][C:3]=1[C:8]1[C:12]2[C:20]([C:21]([F:24])([F:23])[F:22])=[CH:19][C:18](=[O:17])[NH:13][C:11]=2[N:10]([CH3:14])[N:9]=1. Given the reactants [F:1][C:2]1[CH:7]=[CH:6][CH:5]=[CH:4][C:3]=1[C:8]1[CH:12]=[C:11]([NH2:13])[N:10]([CH3:14])[N:9]=1.C([O:17][C:18](=O)[CH2:19][C:20](=O)[C:21]([F:24])([F:23])[F:22])C, predict the reaction product. (5) Given the reactants F[C:2]1[N:7]=[C:6]([F:8])[C:5]([F:9])=[C:4]([F:10])[C:3]=1[F:11].[CH2:12]([O:19][C:20]([C:22]1[CH:28]=[CH:27][C:25]([O-:26])=[CH:24][CH:23]=1)=[O:21])[C:13]1[CH:18]=[CH:17][CH:16]=[CH:15][CH:14]=1.[K+].[K], predict the reaction product. The product is: [CH2:12]([O:19][C:20]([C:22]1[CH:23]=[CH:24][C:25]([O:26][C:2]2[C:3]([F:11])=[C:4]([F:10])[C:5]([F:9])=[C:6]([F:8])[N:7]=2)=[CH:27][CH:28]=1)=[O:21])[C:13]1[CH:14]=[CH:15][CH:16]=[CH:17][CH:18]=1. (6) Given the reactants [Br:1][C:2]1[CH:7]=[CH:6][C:5]([NH:8]/[N:9]=[CH:10]/C(O)=O)=[CH:4][CH:3]=1.CC[N:16]([CH2:19]C)CC.P(N=[N+]=[N-])(OC1C=CC=CC=1)(OC1C=CC=CC=1)=[O:22], predict the reaction product. The product is: [Br:1][C:2]1[CH:3]=[CH:4][C:5]([N:8]2[C:19](=[O:22])[NH:16][CH:10]=[N:9]2)=[CH:6][CH:7]=1.